This data is from Full USPTO retrosynthesis dataset with 1.9M reactions from patents (1976-2016). The task is: Predict the reactants needed to synthesize the given product. (1) Given the product [Br:1][C:2]1[N:7]=[C:6]([N+:8]([O-:10])=[O:9])[C:5]([O:11][CH3:13])=[CH:4][CH:3]=1, predict the reactants needed to synthesize it. The reactants are: [Br:1][C:2]1[N:7]=[C:6]([N+:8]([O-:10])=[O:9])[C:5]([OH:11])=[CH:4][CH:3]=1.Br[C:13]1C=C(Br)N=C([N+]([O-])=O)C=1O.C([O-])([O-])=O.[K+].[K+].S(OC)(OC)(=O)=O. (2) Given the product [C:4]1([CH2:3][CH2:2][C:1]([O:11][CH3:12])=[O:10])[CH:9]=[CH:8][CH:7]=[CH:6][CH:5]=1, predict the reactants needed to synthesize it. The reactants are: [C:1]([O:11][CH3:12])(=[O:10])/[CH:2]=[CH:3]/[C:4]1[CH:9]=[CH:8][CH:7]=[CH:6][CH:5]=1. (3) Given the product [F:29][C:30]([F:37])([F:36])[C:31]([NH:40][CH2:9][CH2:8][C:5]1[CH:6]=[CH:7][C:2]([O:24][CH3:21])=[C:3]([N+:12]([O-:14])=[O:13])[CH:4]=1)=[O:32], predict the reactants needed to synthesize it. The reactants are: O[C:2]1[CH:7]=[CH:6][C:5]([CH2:8][C:9](O)=O)=[CH:4][C:3]=1[N+:12]([O-:14])=[O:13].C(Cl)(=O)C(Cl)=O.[C:21](=[O:24])([O-])[O-].[K+].[K+].CI.[F:29][C:30]([F:37])([F:36])[C:31](OCC)=[O:32].C(#[N:40])C. (4) Given the product [CH3:17][O:16][C:3]1[CH:4]=[C:5]([CH2:8][C:9]([O:11][C:12]([CH3:14])([CH3:13])[CH3:15])=[O:10])[CH:6]=[CH:7][C:2]=1[NH:1][C:25]([NH:24][C:18]1[CH:23]=[CH:22][CH:21]=[CH:20][CH:19]=1)=[O:26], predict the reactants needed to synthesize it. The reactants are: [NH2:1][C:2]1[CH:7]=[CH:6][C:5]([CH2:8][C:9]([O:11][C:12]([CH3:15])([CH3:14])[CH3:13])=[O:10])=[CH:4][C:3]=1[O:16][CH3:17].[C:18]1([N:24]=[C:25]=[O:26])[CH:23]=[CH:22][CH:21]=[CH:20][CH:19]=1. (5) Given the product [Cl:1][C:2]1[CH:3]=[C:4]([N:22]([C@H:25]2[C@H:29]([O:30][CH2:31][CH3:32])[CH2:28][O:27][CH2:26]2)[CH2:23][CH3:24])[C:5]([CH3:21])=[C:6]([CH:20]=1)[C:7]([NH:9][CH2:10][C:11]1[C:15](=[O:16])[N:14]([CH3:18])[NH:13][C:12]=1[CH3:19])=[O:8], predict the reactants needed to synthesize it. The reactants are: [Cl:1][C:2]1[CH:3]=[C:4]([N:22]([C@H:25]2[C@H:29]([O:30][CH2:31][CH3:32])[CH2:28][O:27][CH2:26]2)[CH2:23][CH3:24])[C:5]([CH3:21])=[C:6]([CH:20]=1)[C:7]([NH:9][CH2:10][C:11]1[C:12]([CH3:19])=[N:13][N:14]([CH3:18])[C:15]=1[O:16]C)=[O:8].